The task is: Predict the product of the given reaction.. This data is from Forward reaction prediction with 1.9M reactions from USPTO patents (1976-2016). Given the reactants [CH3:1][O:2]C1C(C)=C(OC)C=CC=1C=O.[CH2:14]([C:16]1[C:21]([O:22][CH3:23])=[CH:20][C:19]([CH3:24])=[CH:18][C:17]=1[O:25][CH3:26])[CH3:15].O=P(Cl)(Cl)Cl.CN(C=O)C, predict the reaction product. The product is: [CH2:14]([C:16]1[C:17]([O:25][CH3:26])=[C:18]([C:19]([CH3:24])=[CH:20][C:21]=1[O:22][CH3:23])[CH:1]=[O:2])[CH3:15].